Dataset: Reaction yield outcomes from USPTO patents with 853,638 reactions. Task: Predict the reaction yield, written as a fraction of the theoretical maximum amount of product (1.0 means a 100% yield; for example, 0.34 means a 34% yield). (1) The reactants are [F:1][C:2]([F:14])([F:13])[S:3][C:4]1[CH:9]=[CH:8][C:7]([CH2:10][C:11]#[N:12])=[CH:6][CH:5]=1.Cl.[OH-].[Na+]. The catalyst is C1COCC1.C(OCC)C. The product is [F:13][C:2]([F:1])([F:14])[S:3][C:4]1[CH:5]=[CH:6][C:7]([CH2:10][CH2:11][NH2:12])=[CH:8][CH:9]=1. The yield is 0.912. (2) The reactants are [CH3:1][N:2]1[C:6]([CH2:7][O:8][C:9]2[CH:17]=[CH:16][C:12]([C:13]([OH:15])=O)=[CH:11][N:10]=2)=[C:5]([C:18]2[CH:23]=[CH:22][CH:21]=[CH:20][CH:19]=2)[N:4]=[N:3]1.[F:24][C:25]([F:29])([F:28])[CH2:26][NH2:27]. No catalyst specified. The product is [CH3:1][N:2]1[C:6]([CH2:7][O:8][C:9]2[CH:17]=[CH:16][C:12]([C:13]([NH:27][CH2:26][C:25]([F:29])([F:28])[F:24])=[O:15])=[CH:11][N:10]=2)=[C:5]([C:18]2[CH:23]=[CH:22][CH:21]=[CH:20][CH:19]=2)[N:4]=[N:3]1. The yield is 0.580.